From a dataset of Full USPTO retrosynthesis dataset with 1.9M reactions from patents (1976-2016). Predict the reactants needed to synthesize the given product. (1) Given the product [CH2:35]([C:37]([C:53]1[CH:58]=[CH:57][C:56]([O:59][CH2:60][CH2:61][CH2:62][C:63]([OH:65])=[O:64])=[C:55]([O:68][CH3:69])[CH:54]=1)=[C:38]([C:46]1[CH:47]=[CH:48][C:49]([OH:52])=[CH:50][CH:51]=1)[C:39]1[CH:40]=[CH:41][C:42]([OH:45])=[CH:43][CH:44]=1)[CH3:36], predict the reactants needed to synthesize it. The reactants are: [H-].[H-].[H-].[H-].[Li+].[Al+3].OCCOC1C=CC(C(CC)=C(C2C=CC(O)=CC=2)C2C=CC(O)=CC=2)=CC=1.[CH2:35]([C:37]([C:53]1[CH:58]=[CH:57][C:56]([O:59][CH2:60][CH2:61][CH2:62][C:63]([O:65]CC)=[O:64])=[C:55]([O:68][CH3:69])[CH:54]=1)=[C:38]([C:46]1[CH:51]=[CH:50][C:49]([OH:52])=[CH:48][CH:47]=1)[C:39]1[CH:44]=[CH:43][C:42]([OH:45])=[CH:41][CH:40]=1)[CH3:36]. (2) Given the product [CH3:1][C@H:2]1[CH2:7][CH2:6][CH2:5][NH:4][C@H:3]1[C:8]([NH2:10])=[O:9], predict the reactants needed to synthesize it. The reactants are: [CH3:1][C:2]1[C:3]([C:8]([NH2:10])=[O:9])=[N:4][CH:5]=[CH:6][CH:7]=1. (3) Given the product [Cl:1][C:2]1[C:7]2=[CH:8][N:9]([CH2:24][C:14]3[CH:15]=[N:16][C:17]([O:18][CH2:19][C:20]([F:23])([F:22])[F:21])=[C:12]([CH3:11])[CH:13]=3)[N:10]=[C:6]2[CH:5]=[CH:4][N:3]=1, predict the reactants needed to synthesize it. The reactants are: [Cl:1][C:2]1[C:7]2=[CH:8][NH:9][N:10]=[C:6]2[CH:5]=[CH:4][N:3]=1.[CH3:11][C:12]1[CH:13]=[C:14]([CH2:24]O)[CH:15]=[N:16][C:17]=1[O:18][CH2:19][C:20]([F:23])([F:22])[F:21].C1(P(C2C=CC=CC=2)C2C=CC=CC=2)C=CC=CC=1.N(C(OCC)=O)=NC(OCC)=O.ClC1C2C=NN(CC3C=NC(OCC(F)(F)F)=C(C)C=3)C=2C=CN=1. (4) Given the product [CH2:3]([O:10][C:11]1[CH:12]=[C:13]2[C:18](=[CH:19][CH:20]=1)[C:17]([O:21][C:30]1[CH:37]=[CH:36][C:33]([CH:34]=[O:35])=[CH:32][CH:31]=1)=[C:16]([C:22]1[CH:23]=[CH:24][C:25]([F:28])=[CH:26][CH:27]=1)[CH:15]=[CH:14]2)[C:4]1[CH:5]=[CH:6][CH:7]=[CH:8][CH:9]=1, predict the reactants needed to synthesize it. The reactants are: [H-].[Na+].[CH2:3]([O:10][C:11]1[CH:12]=[C:13]2[C:18](=[CH:19][CH:20]=1)[C:17]([OH:21])=[C:16]([C:22]1[CH:27]=[CH:26][C:25]([F:28])=[CH:24][CH:23]=1)[CH:15]=[CH:14]2)[C:4]1[CH:9]=[CH:8][CH:7]=[CH:6][CH:5]=1.F[C:30]1[CH:37]=[CH:36][C:33]([CH:34]=[O:35])=[CH:32][CH:31]=1.C(OCC)C. (5) Given the product [NH2:8][C:9]1[CH:10]=[C:11]([CH:16]([C:25]2([CH3:28])[CH2:26][CH2:27]2)[CH2:17][C:18]([O:20][C:21]([CH3:23])([CH3:24])[CH3:22])=[O:19])[CH:12]=[CH:13][C:14]=1[Cl:15], predict the reactants needed to synthesize it. The reactants are: COC1C=CC(C[N:8](CC2C=CC(OC)=CC=2)[C:9]2[CH:10]=[C:11]([CH:16]([C:25]3([CH3:28])[CH2:27][CH2:26]3)[CH2:17][C:18]([O:20][C:21]([CH3:24])([CH3:23])[CH3:22])=[O:19])[CH:12]=[CH:13][C:14]=2[Cl:15])=CC=1.ClC1C(=O)C(C#N)=C(C#N)C(=O)C=1Cl.C(=O)(O)[O-].[Na+]. (6) Given the product [C:1]1(=[CH:11][C:9]([O:8][CH2:6][CH3:7])=[O:10])[CH2:4][CH2:3][CH2:2]1, predict the reactants needed to synthesize it. The reactants are: [C:1]1(=O)[CH2:4][CH2:3][CH2:2]1.[CH2:6]([O:8][C:9]([CH:11]=P(C1C=CC=CC=1)(C1C=CC=CC=1)C1C=CC=CC=1)=[O:10])[CH3:7]. (7) Given the product [OH:18]/[N:17]=[C:9](/[C:6]1[CH:7]=[CH:8][C:3]([O:2][CH3:1])=[CH:4][CH:5]=1)\[C:10]([O:12][CH2:13][CH3:14])=[O:11], predict the reactants needed to synthesize it. The reactants are: [CH3:1][O:2][C:3]1[CH:8]=[CH:7][C:6]([C:9](=O)[C:10]([O:12][CH2:13][CH3:14])=[O:11])=[CH:5][CH:4]=1.Cl.[NH2:17][OH:18].C([O-])(=O)C.[Na+]. (8) Given the product [CH:1]1([O:6][C:7](=[O:55])[C@H:8]([NH2:47])[CH2:9][CH2:10][CH2:11][O:12][C:13]2[CH:22]=[C:21]3[C:16]([C:17]([O:23][C:24]4[CH:29]=[CH:28][C:27]([NH:30][C:31]([NH:33][C:34]5[CH:35]=[CH:36][C:37]([C:40]([F:43])([F:41])[F:42])=[CH:38][CH:39]=5)=[O:32])=[CH:26][C:25]=4[F:44])=[CH:18][CH:19]=[N:20]3)=[CH:15][C:14]=2[O:45][CH3:46])[CH2:2][CH2:3][CH2:4][CH2:5]1, predict the reactants needed to synthesize it. The reactants are: [CH:1]1([O:6][C:7](=[O:55])[C@@H:8]([NH:47]C(OC(C)(C)C)=O)[CH2:9][CH2:10][CH2:11][O:12][C:13]2[CH:22]=[C:21]3[C:16]([C:17]([O:23][C:24]4[CH:29]=[CH:28][C:27]([NH:30][C:31]([NH:33][C:34]5[CH:39]=[CH:38][C:37]([C:40]([F:43])([F:42])[F:41])=[CH:36][CH:35]=5)=[O:32])=[CH:26][C:25]=4[F:44])=[CH:18][CH:19]=[N:20]3)=[CH:15][C:14]=2[O:45][CH3:46])[CH2:5][CH2:4][CH2:3][CH2:2]1.Cl.